This data is from Forward reaction prediction with 1.9M reactions from USPTO patents (1976-2016). The task is: Predict the product of the given reaction. (1) Given the reactants [Cl:1][C:2]1[CH:3]=[CH:4][C:5]2[C:14]3[C:9](=[CH:10][C:11]([OH:15])=[CH:12][CH:13]=3)[O:8][CH2:7][C:6]=2[CH:16]=1.[F:17][C:18]([F:31])([F:30])[S:19](O[S:19]([C:18]([F:31])([F:30])[F:17])(=[O:21])=[O:20])(=[O:21])=[O:20].Cl, predict the reaction product. The product is: [F:17][C:18]([F:31])([F:30])[S:19]([O:15][C:11]1[CH:10]=[C:9]2[C:14]([C:5]3[CH:4]=[CH:3][C:2]([Cl:1])=[CH:16][C:6]=3[CH2:7][O:8]2)=[CH:13][CH:12]=1)(=[O:21])=[O:20]. (2) Given the reactants [C:1]([O:5][C:6]([N:8]1[CH2:13][CH2:12][CH:11]([NH:14][CH2:15][C:16]2[CH:21]=[CH:20][CH:19]=[CH:18][CH:17]=2)[CH2:10][CH2:9]1)=[O:7])([CH3:4])([CH3:3])[CH3:2].C=O.[C:24](O)(=O)C.C(O[BH-](OC(=O)C)OC(=O)C)(=O)C.[Na+].C(=O)([O-])[O-].[K+].[K+], predict the reaction product. The product is: [C:1]([O:5][C:6]([N:8]1[CH2:13][CH2:12][CH:11]([N:14]([CH2:15][C:16]2[CH:21]=[CH:20][CH:19]=[CH:18][CH:17]=2)[CH3:24])[CH2:10][CH2:9]1)=[O:7])([CH3:4])([CH3:2])[CH3:3]. (3) Given the reactants [C:1]1([CH3:11])[CH:6]=[CH:5][C:4]([S:7](Cl)(=[O:9])=[O:8])=[CH:3][CH:2]=1.[CH2:12]([N:15]([CH2:25][CH:26]=[CH2:27])[CH2:16][CH2:17][CH2:18][CH2:19][CH2:20][CH2:21][CH2:22][CH2:23][OH:24])[CH:13]=[CH2:14].N1C=CC=CC=1.O, predict the reaction product. The product is: [CH2:25]([N:15]([CH2:12][CH:13]=[CH2:14])[CH2:16][CH2:17][CH2:18][CH2:19][CH2:20][CH2:21][CH2:22][CH2:23][O:24][S:7]([C:4]1[CH:5]=[CH:6][C:1]([CH3:11])=[CH:2][CH:3]=1)(=[O:9])=[O:8])[CH:26]=[CH2:27]. (4) Given the reactants Cl[C:2]1[N:7]=[CH:6][C:5]([C:8]2[N:12]([CH2:13][CH2:14][CH3:15])[C:11]3[C:16]([F:20])=[CH:17][CH:18]=[CH:19][C:10]=3[N:9]=2)=[CH:4][CH:3]=1.[CH3:21][O:22][C:23]1[CH:28]=[CH:27][C:26]([NH2:29])=[CH:25][CH:24]=1.C1C=CC(P(C2C(C3C(P(C4C=CC=CC=4)C4C=CC=CC=4)=CC=C4C=3C=CC=C4)=C3C(C=CC=C3)=CC=2)C2C=CC=CC=2)=CC=1.C([O-])([O-])=O.[Cs+].[Cs+], predict the reaction product. The product is: [F:20][C:16]1[C:11]2[N:12]([CH2:13][CH2:14][CH3:15])[C:8]([C:5]3[CH:4]=[CH:3][C:2]([NH:29][C:26]4[CH:27]=[CH:28][C:23]([O:22][CH3:21])=[CH:24][CH:25]=4)=[N:7][CH:6]=3)=[N:9][C:10]=2[CH:19]=[CH:18][CH:17]=1. (5) Given the reactants C(OC([N:8]([C:40](OC(C)(C)C)=O)[C:9](=[O:39])[C:10]1[CH:15]=[C:14]([N:16]2[C:20](=[O:21])[CH2:19][CH2:18][CH:17]2[CH3:22])[CH:13]=[CH:12][C:11]=1[C:23]([N:25]1[CH2:30][CH2:29][N:28]([C:31]2[C:36]([CH3:37])=[CH:35][C:34]([CH3:38])=[CH:33][N:32]=2)[CH2:27][CH2:26]1)=[O:24])=O)(C)(C)C.N1C[CH2:51][O:50][CH2:49][CH2:48]1, predict the reaction product. The product is: [CH3:37][C:36]1[C:31]([N:28]2[CH2:27][CH2:26][N:25]([C:23]([C:11]3[CH:12]=[CH:13][C:14]([N:16]4[CH:17]([CH3:22])[CH2:18][CH2:19][C:20]4=[O:21])=[CH:15][C:10]=3[C:9]([N:8]3[CH2:48][CH2:49][O:50][CH2:51][CH2:40]3)=[O:39])=[O:24])[CH2:30][CH2:29]2)=[N:32][CH:33]=[C:34]([CH3:38])[CH:35]=1. (6) Given the reactants O.[NH2:2][NH2:3].[Cl:4][C:5]1[CH:10]=[CH:9][C:8]([NH:11][C:12](=[O:19])/[CH:13]=[CH:14]/[C:15](OC)=[O:16])=[C:7]([C:20](=[O:27])[NH:21][CH:22]([CH:24]2[CH2:26][CH2:25]2)[CH3:23])[CH:6]=1, predict the reaction product. The product is: [Cl:4][C:5]1[CH:10]=[CH:9][C:8]([NH:11][C:12]([CH:13]2[CH2:14][C:15](=[O:16])[NH:3][NH:2]2)=[O:19])=[C:7]([C:20](=[O:27])[NH:21][CH:22]([CH:24]2[CH2:26][CH2:25]2)[CH3:23])[CH:6]=1. (7) Given the reactants [CH2:1]([OH:3])[CH3:2].[H-].[Na+].[F:6][C:7]1[CH:12]=[CH:11][C:10]([CH:13]([C:26]2[CH:31]=[CH:30][C:29]([F:32])=[CH:28][CH:27]=2)[CH2:14][CH2:15][NH:16][C:17](=[O:25])[C:18]2[CH:23]=[CH:22][C:21](F)=[N:20][CH:19]=2)=[CH:9][CH:8]=1, predict the reaction product. The product is: [F:6][C:7]1[CH:8]=[CH:9][C:10]([CH:13]([C:26]2[CH:27]=[CH:28][C:29]([F:32])=[CH:30][CH:31]=2)[CH2:14][CH2:15][NH:16][C:17](=[O:25])[C:18]2[CH:23]=[CH:22][C:21]([O:3][CH2:1][CH3:2])=[N:20][CH:19]=2)=[CH:11][CH:12]=1. (8) Given the reactants [CH:1]([CH:4]1[CH2:9][CH2:8][NH:7][CH2:6][CH2:5]1)([CH3:3])[CH3:2].Br[CH2:11][CH2:12][N:13]1[C:17](=[O:18])[C:16]2=[CH:19][CH:20]=[CH:21][CH:22]=[C:15]2[C:14]1=[O:23].C(=O)([O-])[O-].[K+].[K+], predict the reaction product. The product is: [CH:1]([CH:4]1[CH2:9][CH2:8][N:7]([CH2:11][CH2:12][N:13]2[C:14](=[O:23])[C:15]3[C:16](=[CH:19][CH:20]=[CH:21][CH:22]=3)[C:17]2=[O:18])[CH2:6][CH2:5]1)([CH3:3])[CH3:2]. (9) Given the reactants [ClH:1].[CH2:2]([N:4]([CH2:7][C:8]1[N:13]=[C:12]([NH:14][C:15]([NH:17][C:18]2[N:19]=[C:20]([CH:23]3[CH2:28][CH2:27][NH:26][CH2:25][CH2:24]3)[S:21][CH:22]=2)=[O:16])[CH:11]=[CH:10][CH:9]=1)[CH2:5][CH3:6])[CH3:3].CO, predict the reaction product. The product is: [ClH:1].[CH2:2]([N:4]([CH2:7][C:8]1[N:13]=[C:12]([NH:14][C:15]([NH:17][C:18]2[N:19]=[C:20]([CH:23]3[CH2:28][CH2:27][NH:26][CH2:25][CH2:24]3)[S:21][CH:22]=2)=[O:16])[CH:11]=[CH:10][CH:9]=1)[CH2:5][CH3:6])[CH3:3]. (10) Given the reactants Cl.Cl.[CH3:3][C:4]1[N:9]=[CH:8][N:7]=[C:6]([N:10]2[CH2:15][CH2:14][CH:13]([NH2:16])[CH2:12][CH2:11]2)[CH:5]=1.Br[C:18]1[N:34]=[C:21]2[C:22]([C:26]3[CH:31]=[CH:30][C:29]([F:32])=[CH:28][C:27]=3[Cl:33])=[CH:23][CH:24]=[CH:25][N:20]2[N:19]=1.C1(P(C2C=CC=CC=2)C2C3OC4C(=CC=CC=4P(C4C=CC=CC=4)C4C=CC=CC=4)C(C)(C)C=3C=CC=2)C=CC=CC=1.[O-]C1C=CC=CC=1.[Na+], predict the reaction product. The product is: [Cl:33][C:27]1[CH:28]=[C:29]([F:32])[CH:30]=[CH:31][C:26]=1[C:22]1[C:21]2[N:20]([N:19]=[C:18]([NH:16][CH:13]3[CH2:14][CH2:15][N:10]([C:6]4[CH:5]=[C:4]([CH3:3])[N:9]=[CH:8][N:7]=4)[CH2:11][CH2:12]3)[N:34]=2)[CH:25]=[CH:24][CH:23]=1.